From a dataset of Reaction yield outcomes from USPTO patents with 853,638 reactions. Predict the reaction yield, written as a fraction of the theoretical maximum amount of product (1.0 means a 100% yield; for example, 0.34 means a 34% yield). (1) The reactants are [CH:1]1([S:4]([C:7]2[CH:12]=[CH:11][C:10]([CH:13]([C:21]3[NH:25][C:24]([C:26]4[S:27][CH:28]=[C:29]([CH:31]5[CH2:35][O:34]C(C)(C)[O:32]5)[N:30]=4)=[CH:23][CH:22]=3)[CH2:14][CH:15]3[CH2:20][CH2:19][O:18][CH2:17][CH2:16]3)=[CH:9][CH:8]=2)(=[O:6])=[O:5])[CH2:3][CH2:2]1.Cl.C(=O)([O-])O.[Na+]. The catalyst is O1CCCC1. The product is [CH:1]1([S:4]([C:7]2[CH:12]=[CH:11][C:10]([CH:13]([C:21]3[NH:25][C:24]([C:26]4[S:27][CH:28]=[C:29]([CH:31]([OH:32])[CH2:35][OH:34])[N:30]=4)=[CH:23][CH:22]=3)[CH2:14][CH:15]3[CH2:20][CH2:19][O:18][CH2:17][CH2:16]3)=[CH:9][CH:8]=2)(=[O:5])=[O:6])[CH2:3][CH2:2]1. The yield is 0.730. (2) The reactants are [CH3:1][O:2][C:3](=[O:19])[C:4]1[CH:9]=[CH:8][C:7]([OH:10])=[C:6]([C:11]([C:13]2[CH:18]=[CH:17][CH:16]=[CH:15][CH:14]=2)=[CH2:12])[CH:5]=1.[CH2:20](Br)[C:21]1[CH:26]=[CH:25][CH:24]=[CH:23][CH:22]=1.CC(C)=O. No catalyst specified. The product is [CH3:1][O:2][C:3](=[O:19])[C:4]1[CH:9]=[CH:8][C:7]([O:10][CH2:20][C:21]2[CH:26]=[CH:25][CH:24]=[CH:23][CH:22]=2)=[C:6]([C:11]([C:13]2[CH:14]=[CH:15][CH:16]=[CH:17][CH:18]=2)=[CH2:12])[CH:5]=1. The yield is 0.800. (3) The reactants are [CH3:1][N:2]1[CH2:7][CH2:6][NH:5][CH2:4][CH2:3]1.C(N(CC)CC)C.[CH:15]([C:17]1[C:22]2[NH:23][C:24]([C:26]3[CH:34]=[CH:33][C:29]([C:30](O)=[O:31])=[CH:28][CH:27]=3)=[N:25][C:21]=2[CH:20]=[CH:19][C:18]=1[OH:35])=[O:16].ON1C2C=CC=CC=2N=N1.Cl.C(N=C=NCCCN(C)C)C. The catalyst is C(=O)(O)[O-].[Na+].O1CCCC1. The product is [OH:35][C:18]1[CH:19]=[CH:20][C:21]2[N:25]=[C:24]([C:26]3[CH:34]=[CH:33][C:29]([C:30]([N:5]4[CH2:6][CH2:7][N:2]([CH3:1])[CH2:3][CH2:4]4)=[O:31])=[CH:28][CH:27]=3)[NH:23][C:22]=2[C:17]=1[CH:15]=[O:16]. The yield is 0.340. (4) The reactants are Cl[CH2:2][CH2:3][CH2:4][C:5]1[C:13]2[C:8](=[CH:9][CH:10]=[CH:11][CH:12]=2)[NH:7][N:6]=1.[C-:14]#[N:15].[Na+]. The catalyst is CN(C)C=O. The product is [C:14]([CH2:2][CH2:3][CH2:4][C:5]1[C:13]2[C:8](=[CH:9][CH:10]=[CH:11][CH:12]=2)[NH:7][N:6]=1)#[N:15]. The yield is 0.830. (5) The reactants are [CH:1]1([NH:7][C:8]([C:10]2[NH:11][C:12]3[C:17]([CH:18]=2)=[C:16]([CH3:19])[CH:15]=[C:14]([OH:20])[CH:13]=3)=[O:9])[CH2:6][CH2:5][CH2:4][CH2:3][CH2:2]1.C([O-])([O-])=O.[Cs+].[Cs+].[Br:27][CH2:28][CH2:29]Br. The catalyst is C(#N)C.O. The product is [Br:27][CH2:28][CH2:29][O:20][C:14]1[CH:13]=[C:12]2[C:17]([CH:18]=[C:10]([C:8]([NH:7][CH:1]3[CH2:2][CH2:3][CH2:4][CH2:5][CH2:6]3)=[O:9])[NH:11]2)=[C:16]([CH3:19])[CH:15]=1. The yield is 0.210.